Predict the product of the given reaction. From a dataset of Forward reaction prediction with 1.9M reactions from USPTO patents (1976-2016). (1) Given the reactants [CH:1]([N:3]1[CH2:7][CH2:6][CH2:5][C:4]1=O)=C.[H-].[K+].C(OCC)(=O)[C:12]1[CH:17]=[CH:16][CH:15]=[N:14][CH:13]=1.Cl.[BH4-].[Na+].C(=O)([O-])[O-].[K+].[K+].CI, predict the reaction product. The product is: [N:14]1[CH:15]=[C:16]([CH:4]2[CH2:5][CH2:6][CH2:7][N:3]2[CH3:1])[CH:17]=[CH:12][CH:13]=1. (2) Given the reactants [CH3:1][C:2]1[N:11]=[C:10]2[C:5]([CH2:6][CH2:7][C:8](=[O:12])[NH:9]2)=[CH:4][CH:3]=1.[Se](=O)=[O:14], predict the reaction product. The product is: [O:12]=[C:8]1[NH:9][C:10]2[N:11]=[C:2]([CH:1]=[O:14])[CH:3]=[CH:4][C:5]=2[CH:6]=[CH:7]1.